This data is from Full USPTO retrosynthesis dataset with 1.9M reactions from patents (1976-2016). The task is: Predict the reactants needed to synthesize the given product. (1) Given the product [CH2:19]([O:21][C:22](=[O:28])/[CH:23]=[CH:24]/[C:25]([N:7]1[C:6]2[CH:11]=[C:2]([CH3:1])[CH:3]=[C:4]([CH3:12])[C:5]=2[O:10][CH2:9][CH2:8]1)=[O:26])[CH3:20], predict the reactants needed to synthesize it. The reactants are: [CH3:1][C:2]1[CH:3]=[C:4]([CH3:12])[C:5]2[O:10][CH2:9][CH2:8][NH:7][C:6]=2[CH:11]=1.N1C=CC=CC=1.[CH2:19]([O:21][C:22](=[O:28])/[CH:23]=[CH:24]/[C:25](Cl)=[O:26])[CH3:20]. (2) Given the product [C:25]([O:24][CH:19]([C:10]1[C:9]([OH:8])=[CH:18][C:17]2[C:12](=[CH:13][CH:14]=[CH:15][CH:16]=2)[CH:11]=1)[C:20]([O:22][CH3:23])=[O:21])([CH3:28])([CH3:26])[CH3:27], predict the reactants needed to synthesize it. The reactants are: C([O:8][C:9]1[C:10]([CH:19]([O:24][C:25]([CH3:28])([CH3:27])[CH3:26])[C:20]([O:22][CH3:23])=[O:21])=[CH:11][C:12]2[C:17]([CH:18]=1)=[CH:16][CH:15]=[CH:14][CH:13]=2)C1C=CC=CC=1. (3) Given the product [Cl:11][C:8]1[CH:9]=[CH:10][C:5]([CH2:4][OH:3])=[CH:6][C:7]=1[O:12][CH2:13][CH3:14], predict the reactants needed to synthesize it. The reactants are: C([O:3][C:4](=O)[C:5]1[CH:10]=[CH:9][C:8]([Cl:11])=[C:7]([O:12][CH2:13][CH3:14])[CH:6]=1)C.[H-].C([Al+]CC(C)C)C(C)C. (4) Given the product [NH2:1][CH2:4][C@H:5]1[O:10][CH2:9][C@@H:8]([CH3:11])[N:7]([C:12]2[CH:17]=[C:16]([Cl:18])[N:15]=[C:14]([NH2:19])[N:13]=2)[CH2:6]1, predict the reactants needed to synthesize it. The reactants are: [N:1]([CH2:4][C@H:5]1[O:10][CH2:9][C@@H:8]([CH3:11])[N:7]([C:12]2[CH:17]=[C:16]([Cl:18])[N:15]=[C:14]([NH2:19])[N:13]=2)[CH2:6]1)=[N+]=[N-].